This data is from Forward reaction prediction with 1.9M reactions from USPTO patents (1976-2016). The task is: Predict the product of the given reaction. (1) Given the reactants Cl.[NH2:2][C@H:3]([C:12]([O:14][CH3:15])=[O:13])[CH2:4][C:5]([O:7][C:8]([CH3:11])([CH3:10])[CH3:9])=[O:6].C(=O)([O-])[O-].[K+].[K+].Br[CH2:23][C:24]([O:26][CH2:27][C:28]1[CH:33]=[CH:32][CH:31]=[CH:30][CH:29]=1)=[O:25], predict the reaction product. The product is: [CH2:27]([O:26][C:24](=[O:25])[CH2:23][NH:2][C@H:3]([C:12]([O:14][CH3:15])=[O:13])[CH2:4][C:5]([O:7][C:8]([CH3:10])([CH3:11])[CH3:9])=[O:6])[C:28]1[CH:33]=[CH:32][CH:31]=[CH:30][CH:29]=1. (2) Given the reactants [Br:1][C:2]1[CH:3]=[C:4]2[C:9](=[CH:10][CH:11]=1)[NH:8][C:7](=S)[CH2:6][CH2:5]2.[CH:13]([NH:15][NH2:16])=O, predict the reaction product. The product is: [Br:1][C:2]1[CH:3]=[C:4]2[C:9](=[CH:10][CH:11]=1)[N:8]1[CH:13]=[N:15][N:16]=[C:7]1[CH2:6][CH2:5]2. (3) Given the reactants [C:1]1([OH:7])[CH:6]=[CH:5]C=CC=1.C(Br)[C:9]1[CH:14]=CC=CC=1.C[O:17][CH2:18][O:19][C:20]1[CH:29]=[CH:28][C:27]2[O:26][CH:25]([C:30]3[CH:35]=[CH:34][C:33](OCOC)=[CH:32][CH:31]=3)C3CC(O)CC3[C:22]=2[CH:21]=1.CN(C=[O:48])C, predict the reaction product. The product is: [CH2:14]([O:48][C:1]([C:6]1[C:18](=[O:17])[O:19][C:20]2[C:21]([CH:5]=1)=[CH:22][C:27]([O:26][CH2:25][C:30]1[CH:31]=[CH:32][CH:33]=[CH:34][CH:35]=1)=[CH:28][CH:29]=2)=[O:7])[CH3:9]. (4) Given the reactants Cl[C:2]1[C:11]([CH2:12]O)=[C:10]([CH2:14][CH3:15])[C:9]2[C:4](=[CH:5][C:6]([F:18])=[C:7]([O:16][CH3:17])[CH:8]=2)[N:3]=1.[CH2:19]([C:21]1([OH:34])[C:31]2[CH:30]=[CH:29][NH:28][C:27](=[O:32])[C:26]=2[CH2:25][O:24][C:23](=[O:33])[CH2:22]1)[CH3:20], predict the reaction product. The product is: [CH2:19]([C:21]1([OH:34])[C:31]2[CH:30]=[C:29]3[N:28]([CH2:12][C:11]4[C:2]3=[N:3][C:4]3[CH:5]=[C:6]([F:18])[C:7]([O:16][CH3:17])=[CH:8][C:9]=3[C:10]=4[CH2:14][CH3:15])[C:27](=[O:32])[C:26]=2[CH2:25][O:24][C:23](=[O:33])[CH2:22]1)[CH3:20]. (5) Given the reactants Cl[C:2]1[CH:17]=[C:6]2[C:7]3[C:12]([CH2:13][CH2:14][N:5]2[C:4](=[O:18])[N:3]=1)=[CH:11][C:10]([O:15][CH3:16])=[CH:9][CH:8]=3.[NH:19]1[C:27]2[C:22](=[CH:23][CH:24]=[C:25]([NH2:28])[CH:26]=2)[CH:21]=[N:20]1, predict the reaction product. The product is: [NH:19]1[C:27]2[C:22](=[CH:23][CH:24]=[C:25]([NH:28][C:2]3[CH:17]=[C:6]4[C:7]5[C:12]([CH2:13][CH2:14][N:5]4[C:4](=[O:18])[N:3]=3)=[CH:11][C:10]([O:15][CH3:16])=[CH:9][CH:8]=5)[CH:26]=2)[CH:21]=[N:20]1.